Dataset: NCI-60 drug combinations with 297,098 pairs across 59 cell lines. Task: Regression. Given two drug SMILES strings and cell line genomic features, predict the synergy score measuring deviation from expected non-interaction effect. Drug 1: CCC(=C(C1=CC=CC=C1)C2=CC=C(C=C2)OCCN(C)C)C3=CC=CC=C3.C(C(=O)O)C(CC(=O)O)(C(=O)O)O. Drug 2: CC1=C(N=C(N=C1N)C(CC(=O)N)NCC(C(=O)N)N)C(=O)NC(C(C2=CN=CN2)OC3C(C(C(C(O3)CO)O)O)OC4C(C(C(C(O4)CO)O)OC(=O)N)O)C(=O)NC(C)C(C(C)C(=O)NC(C(C)O)C(=O)NCCC5=NC(=CS5)C6=NC(=CS6)C(=O)NCCC[S+](C)C)O. Cell line: T-47D. Synergy scores: CSS=9.64, Synergy_ZIP=-4.91, Synergy_Bliss=-5.03, Synergy_Loewe=-1.65, Synergy_HSA=-1.49.